From a dataset of Full USPTO retrosynthesis dataset with 1.9M reactions from patents (1976-2016). Predict the reactants needed to synthesize the given product. (1) Given the product [Cl:37][C:38]1[CH:39]=[C:40]([NH:45][C:17]([C:16]2[CH:15]=[CH:14][C:13]([O:12][C:11]3[CH:22]=[CH:23][C:8]([CH2:7][C:6]([O:5][C:1]([CH3:4])([CH3:2])[CH3:3])=[O:30])=[CH:9][C:10]=3[CH2:24][NH:25][S:26]([CH3:29])(=[O:27])=[O:28])=[CH:21][CH:20]=2)=[O:19])[CH:41]=[CH:42][C:43]=1[Cl:44], predict the reactants needed to synthesize it. The reactants are: [C:1]([O:5][C:6](=[O:30])[CH2:7][C:8]1[CH:23]=[CH:22][C:11]([O:12][C:13]2[CH:21]=[CH:20][C:16]([C:17]([OH:19])=O)=[CH:15][CH:14]=2)=[C:10]([CH2:24][NH:25][S:26]([CH3:29])(=[O:28])=[O:27])[CH:9]=1)([CH3:4])([CH3:3])[CH3:2].C(Cl)(=O)C(Cl)=O.[Cl:37][C:38]1[CH:39]=[C:40]([NH2:45])[CH:41]=[CH:42][C:43]=1[Cl:44]. (2) Given the product [CH3:23][C:22]1[N:15]([C:10]2[CH:11]=[C:12]3[C:7](=[CH:8][CH:9]=2)[CH2:6][N:5]([C:3](=[O:4])[C:2]([F:1])([F:16])[F:17])[CH2:14][CH2:13]3)[C:19]([CH3:18])=[CH:20][CH:21]=1, predict the reactants needed to synthesize it. The reactants are: [F:1][C:2]([F:17])([F:16])[C:3]([N:5]1[CH2:14][CH2:13][C:12]2[C:7](=[CH:8][CH:9]=[C:10]([NH2:15])[CH:11]=2)[CH2:6]1)=[O:4].[CH3:18][C:19](=O)[CH2:20][CH2:21][C:22](=O)[CH3:23]. (3) Given the product [F:19][C:18]([F:21])([F:20])[S:15]([O:12][C:11]1[C:2]([Br:1])=[C:3]2[C:8](=[CH:9][C:10]=1[CH3:13])[N:7]=[CH:6][CH:5]=[CH:4]2)(=[O:16])=[O:14], predict the reactants needed to synthesize it. The reactants are: [Br:1][C:2]1[C:11]([OH:12])=[C:10]([CH3:13])[CH:9]=[C:8]2[C:3]=1[CH:4]=[CH:5][CH:6]=[N:7]2.[O:14](S(C(F)(F)F)(=O)=O)[S:15]([C:18]([F:21])([F:20])[F:19])(=O)=[O:16]. (4) Given the product [CH2:17]([O:19][C:20]([C:22]1[NH:23][C:24]([CH:31]=[C:9]2[C:8]3[C:12](=[CH:13][CH:14]=[CH:15][C:7]=3[C:4]3[CH:5]=[CH:6][N:1]=[CH:2][CH:3]=3)[NH:11][C:10]2=[O:16])=[C:25]2[C:30]=1[CH2:29][CH2:28][CH2:27][CH2:26]2)=[O:21])[CH3:18], predict the reactants needed to synthesize it. The reactants are: [N:1]1[CH:6]=[CH:5][C:4]([C:7]2[CH:15]=[CH:14][CH:13]=[C:12]3[C:8]=2[CH2:9][C:10](=[O:16])[NH:11]3)=[CH:3][CH:2]=1.[CH2:17]([O:19][C:20]([C:22]1[NH:23][C:24]([CH:31]=O)=[C:25]2[C:30]=1[CH2:29][CH2:28][CH2:27][CH2:26]2)=[O:21])[CH3:18]. (5) The reactants are: [Cl:1][C:2]1[N:7]=[CH:6][C:5]([C:8]([OH:10])=O)=[CH:4][CH:3]=1.S(Cl)([Cl:13])=O. Given the product [Cl:1][C:2]1[N:7]=[CH:6][C:5]([C:8]([Cl:13])=[O:10])=[CH:4][CH:3]=1, predict the reactants needed to synthesize it. (6) Given the product [F:17][CH2:16][C@@H:2]([NH:1][C:20](=[O:21])[CH:19]([Cl:24])[Cl:18])[C@@H:3]([C:5]1[CH:6]=[CH:7][C:8]([S:11]([CH2:14][F:15])(=[O:13])=[O:12])=[CH:9][CH:10]=1)[OH:4], predict the reactants needed to synthesize it. The reactants are: [NH2:1][C@H:2]([CH2:16][F:17])[C@@H:3]([C:5]1[CH:10]=[CH:9][C:8]([S:11]([CH2:14][F:15])(=[O:13])=[O:12])=[CH:7][CH:6]=1)[OH:4].[Cl:18][CH:19]([Cl:24])[C:20](OC)=[O:21].C(N(CC)CC)C.